From a dataset of Catalyst prediction with 721,799 reactions and 888 catalyst types from USPTO. Predict which catalyst facilitates the given reaction. (1) Reactant: [Cl:1][C:2]1[C:11]2[C:6](=[CH:7][C:8]([S:12]([NH:15][C:16]3([C:21]([OH:23])=[O:22])[CH2:20][CH2:19][CH2:18][CH2:17]3)(=[O:14])=[O:13])=[CH:9][CH:10]=2)[C:5]([NH:24][C:25]([NH2:27])=[NH:26])=[N:4][CH:3]=1.[C:28]([C:32]([OH:34])=[O:33])([F:31])([F:30])[F:29]. Product: [F:29][C:28]([F:31])([F:30])[C:32]([OH:34])=[O:33].[Cl:1][C:2]1[C:11]2[C:6](=[CH:7][C:8]([S:12]([NH:15][C:16]3([C:21]([OH:23])=[O:22])[CH2:20][CH2:19][CH2:18][CH2:17]3)(=[O:13])=[O:14])=[CH:9][CH:10]=2)[C:5]([NH:24][C:25]([NH2:27])=[NH:26])=[N:4][CH:3]=1. The catalyst class is: 5. (2) Reactant: [NH2:1][C:2]1[CH:3]=[N:4][CH:5]=[CH:6][C:7]=1[C@H:8]1[CH2:13][C@@H:12]([NH:14][C:15](=[O:21])[O:16][C:17]([CH3:20])([CH3:19])[CH3:18])[C@@H:11]([O:22][CH3:23])[C@@H:10]([CH3:24])[CH2:9]1.[C:25](N1C=CN=C1)(N1C=CN=C1)=[S:26]. The catalyst class is: 7. Product: [N:1]([C:2]1[CH:3]=[N:4][CH:5]=[CH:6][C:7]=1[C@H:8]1[CH2:13][C@@H:12]([NH:14][C:15](=[O:21])[O:16][C:17]([CH3:18])([CH3:19])[CH3:20])[C@@H:11]([O:22][CH3:23])[C@@H:10]([CH3:24])[CH2:9]1)=[C:25]=[S:26]. (3) Reactant: [CH2:1]([O:8][C:9]([N:11]1[CH2:22][CH2:21][N:20]([CH:23]([C:25]([O:27]CC)=[O:26])[CH3:24])[CH2:19][CH2:18][N:17]([C:30]([O:32][CH2:33][C:34]2[CH:39]=[CH:38][CH:37]=[CH:36][CH:35]=2)=[O:31])[CH2:16][CH2:15][N:14]([C:40]([O:42][CH2:43][C:44]2[CH:49]=[CH:48][CH:47]=[CH:46][CH:45]=2)=[O:41])[CH2:13][CH2:12]1)=[O:10])[C:2]1[CH:7]=[CH:6][CH:5]=[CH:4][CH:3]=1.[OH-].[Na+]. Product: [CH2:1]([O:8][C:9]([N:11]1[CH2:22][CH2:21][N:20]([CH:23]([C:25]([OH:27])=[O:26])[CH3:24])[CH2:19][CH2:18][N:17]([C:30]([O:32][CH2:33][C:34]2[CH:35]=[CH:36][CH:37]=[CH:38][CH:39]=2)=[O:31])[CH2:16][CH2:15][N:14]([C:40]([O:42][CH2:43][C:44]2[CH:45]=[CH:46][CH:47]=[CH:48][CH:49]=2)=[O:41])[CH2:13][CH2:12]1)=[O:10])[C:2]1[CH:7]=[CH:6][CH:5]=[CH:4][CH:3]=1. The catalyst class is: 12. (4) Reactant: [I-].[CH2:2]([N+:6]1[C:10]([CH3:11])=[C:9]([CH3:12])[S:8][C:7]=1[CH3:13])[CH2:3][CH2:4][CH3:5].[Cl:14][C:15]1[CH:23]=[C:22]([Cl:24])[CH:21]=[CH:20][C:16]=1[C:17](Cl)=[O:18]. Product: [CH2:2]([N:6]1[C:10]([CH3:11])=[C:9]([CH3:12])[S:8]/[C:7]/1=[CH:13]\[C:17]([C:16]1[CH:20]=[CH:21][C:22]([Cl:24])=[CH:23][C:15]=1[Cl:14])=[O:18])[CH2:3][CH2:4][CH3:5]. The catalyst class is: 142.